Dataset: Reaction yield outcomes from USPTO patents with 853,638 reactions. Task: Predict the reaction yield, written as a fraction of the theoretical maximum amount of product (1.0 means a 100% yield; for example, 0.34 means a 34% yield). The reactants are [CH3:1][N:2]([C:11]1[CH:12]=[CH:13][CH:14]=[C:15]2[C:19]=1[NH:18][C:17]([C:20]1[S:21][C:22]3([CH2:29][CH2:28][NH:27][CH2:26][CH2:25]3)[CH2:23][N:24]=1)=[CH:16]2)[S:3]([C:6]1[S:7][CH:8]=[CH:9][CH:10]=1)(=[O:5])=[O:4].[CH3:30][N:31]([CH3:35])[C:32](Cl)=[O:33].C(N(CC)CC)C.O. The catalyst is O1CCCC1. The product is [CH3:30][N:31]([CH3:35])[C:32]([N:27]1[CH2:28][CH2:29][C:22]2([S:21][C:20]([C:17]3[NH:18][C:19]4[C:15]([CH:16]=3)=[CH:14][CH:13]=[CH:12][C:11]=4[N:2]([CH3:1])[S:3]([C:6]3[S:7][CH:8]=[CH:9][CH:10]=3)(=[O:4])=[O:5])=[N:24][CH2:23]2)[CH2:25][CH2:26]1)=[O:33]. The yield is 0.460.